This data is from Experimentally validated miRNA-target interactions with 360,000+ pairs, plus equal number of negative samples. The task is: Binary Classification. Given a miRNA mature sequence and a target amino acid sequence, predict their likelihood of interaction. (1) The miRNA is hsa-let-7b-5p with sequence UGAGGUAGUAGGUUGUGUGGUU. The protein sequence of the target gene is MWRLPGLLGRALPRTLGPSLWRVTPKSTSPDGPQTTSSTLLVPVPNLDRSGPHGPGTSGGPRSHGWKDAFQWMSSRVSPNTLWDAISWGTLAVLALQLARQIHFQASLPAGPQRVEHCSWHSPLDRFFSSPLWHPCSSLRQHILPSPDGPAPRHTGLREPRLGQEEASAQPRNFSHNSLRGARPQDPSEEGPGDFGFLHASSSIESEAKPAQPQPTGEKEQDKSKTLSLEEAVTSIQQLFQLSVSIAFNFLGTENMKSGDHTAAFSYFQKAAARGYSKAQYNAGLCHEHGRGTPRDISKA.... Result: 1 (interaction). (2) The miRNA is mmu-miR-669n with sequence AUUUGUGUGUGGAUGUGUGU. The protein sequence of the target gene is MVARPEPEVEAMDAELAVPPPGCSHLGSFKVDNWKQNLRAIYQCFVWSGTAEARKRKAKSCVCHVCGIHLNRLHSCLYCVFFGCFTKKHIHDHAKSKRHNLAIDLMYGGIYCFLCQDYIYDKDIEIIAKEEQRKAWKMQGVGEKFSTWEPTKRELELLKHNPKRRKITSNCTIGLRGLINLGNTCFMNCIVQALTHTPLLRDFFLSDRHRCEMQSPSSCLVCEMSSLFQEFYSGHRSPHIPYKLLHLVWTHARHLAGYEQQDAHEFLIAALDVLHRHCKGDDNGKKANNPNHCNCIIDQI.... Result: 0 (no interaction). (3) The miRNA is hsa-miR-30c-2-3p with sequence CUGGGAGAAGGCUGUUUACUCU. The protein sequence of the target gene is MLKREGKVQPYTKTLDGGWGWMIVIHFFLVNVFVMGMTKTFAIFFVVFQEEFEGTSEQIGWIGSIMSSLRFCAGPLVAIICDILGEKTTSILGAFVVTGGYLISSWATSIPFLCVTMGLLPGLGSAFLYQVAAVVTTKYFKKRLALSTAIARSGMGLTFLLAPFTKFLIDLYDWTGALILFGAIALNLVPSSMLLRPIHIKSENNSGIKDKGSSLSAHGPEAHATETHCHETEESTIKDSTTQKAGLPSKNLTVSQNQSEEFYNGPNRNRLLLKSDEESDKVISWSCKQLFDISLFRNPF.... Result: 1 (interaction).